This data is from Full USPTO retrosynthesis dataset with 1.9M reactions from patents (1976-2016). The task is: Predict the reactants needed to synthesize the given product. (1) Given the product [F:22][C:5]1[C:6]([N:8]([CH3:21])[C:9]2[CH:14]=[CH:13][N:12]=[C:11]([C:15]3[CH:20]=[CH:19][CH:18]=[CH:17][CH:16]=3)[N:10]=2)=[N:7][C:2]([NH:23][CH2:24][CH2:25][C:26]2[CH:27]=[N:28][CH:29]=[CH:30][CH:31]=2)=[N:3][CH:4]=1, predict the reactants needed to synthesize it. The reactants are: Cl[C:2]1[N:7]=[C:6]([N:8]([CH3:21])[C:9]2[CH:14]=[CH:13][N:12]=[C:11]([C:15]3[CH:20]=[CH:19][CH:18]=[CH:17][CH:16]=3)[N:10]=2)[C:5]([F:22])=[CH:4][N:3]=1.[NH2:23][CH2:24][CH2:25][C:26]1[CH:27]=[N:28][CH:29]=[CH:30][CH:31]=1.C1(C)C=CC(S(O)(=O)=O)=CC=1. (2) Given the product [N:6]1([C:11]2[CH:31]=[CH:30][C:14]([CH2:15][C:16]3[C:17]([O:28][CH3:29])=[N:18][C:19]4[C:24]([C:25]=3[Cl:26])=[CH:23][C:22]([C:39]([C:36]3[CH:37]=[CH:38][C:33]([F:32])=[CH:34][CH:35]=3)([C:41]3[CH:42]=[N:43][CH:44]=[CH:45][CH:46]=3)[OH:40])=[CH:21][CH:20]=4)=[CH:13][CH:12]=2)[CH:10]=[CH:9][CH:8]=[N:7]1, predict the reactants needed to synthesize it. The reactants are: [Li]CCCC.[N:6]1([C:11]2[CH:31]=[CH:30][C:14]([CH2:15][C:16]3[C:17]([O:28][CH3:29])=[N:18][C:19]4[C:24]([C:25]=3[Cl:26])=[CH:23][C:22](Br)=[CH:21][CH:20]=4)=[CH:13][CH:12]=2)[CH:10]=[CH:9][CH:8]=[N:7]1.[F:32][C:33]1[CH:38]=[CH:37][C:36]([C:39]([C:41]2[CH:42]=[N:43][CH:44]=[CH:45][CH:46]=2)=[O:40])=[CH:35][CH:34]=1.